Dataset: Forward reaction prediction with 1.9M reactions from USPTO patents (1976-2016). Task: Predict the product of the given reaction. (1) Given the reactants [Br:1][C:2]1[C:3](Cl)=[N:4][C:5]([Cl:8])=[N:6][CH:7]=1.[CH2:10]([O:12]/[CH:13]=[CH:14]\[Sn](CCCC)(CCCC)CCCC)[CH3:11].CN(C)C=O.[F-].[K+], predict the reaction product. The product is: [Br:1][C:2]1[C:3](/[CH:11]=[CH:10]/[O:12][CH2:13][CH3:14])=[N:4][C:5]([Cl:8])=[N:6][CH:7]=1. (2) The product is: [Cl:1][C:2]1[C:7]([C:8]2[C:13]([F:14])=[CH:12][C:11]([O:15][CH2:16][CH2:17][CH2:18][OH:19])=[CH:10][C:9]=2[F:29])=[C:6]([CH:30]2[CH2:36][CH2:35][CH2:34][CH2:33][CH2:32][CH2:31]2)[N:5]2[N:37]=[CH:38][N:39]=[C:4]2[N:3]=1. Given the reactants [Cl:1][C:2]1[C:7]([C:8]2[C:13]([F:14])=[CH:12][C:11]([O:15][CH2:16][CH2:17][CH2:18][O:19]CC3C=CC(OC)=CC=3)=[CH:10][C:9]=2[F:29])=[C:6]([CH:30]2[CH2:36][CH2:35][CH2:34][CH2:33][CH2:32][CH2:31]2)[N:5]2[N:37]=[CH:38][N:39]=[C:4]2[N:3]=1.ClC1C(=O)C(C#N)=C(C#N)C(=O)C=1Cl, predict the reaction product. (3) The product is: [NH2:1][C:2]1[N:6]([CH3:7])[C:5](=[O:8])[C@:4]([C:19]2[CH:24]=[CH:23][C:22]([F:25])=[C:21]([O:26][CH2:27][CH2:28][CH:29]=[C:30]([F:31])[F:32])[CH:20]=2)([C:9]2[CH:14]=[CH:13][C:12]([O:15][CH:16]([F:18])[F:17])=[CH:11][CH:10]=2)[N:3]=1. Given the reactants [NH2:1][C:2]1[N:6]([CH3:7])[C:5](=[O:8])[C:4]([C:19]2[CH:24]=[CH:23][C:22]([F:25])=[C:21]([O:26][CH2:27][CH2:28][CH:29]=[C:30]([F:32])[F:31])[CH:20]=2)([C:9]2[CH:14]=[CH:13][C:12]([O:15][CH:16]([F:18])[F:17])=[CH:11][CH:10]=2)[N:3]=1, predict the reaction product. (4) Given the reactants [F:1][C:2]1[CH:9]=[CH:8][C:5]([CH2:6][NH2:7])=[CH:4][CH:3]=1.C[CH2:11][O:12]C(C)=O, predict the reaction product. The product is: [F:1][C:2]1[CH:9]=[CH:8][C:5]([CH2:6][NH:7][CH:11]=[O:12])=[CH:4][CH:3]=1. (5) Given the reactants [OH-:1].[Na+].[C:3]1([C:9]2[CH:14]=[CH:13][C:12]([OH:15])=[CH:11][CH:10]=2)[CH:8]=[CH:7][CH:6]=[CH:5][CH:4]=1.[CH2:16]([N:23]1[CH2:28][CH2:27][CH2:26][C:25](=O)[CH2:24]1)[C:17]1[CH:22]=[CH:21][CH:20]=[CH:19][CH:18]=1.C(Cl)(Cl)Cl.[O:34]1[CH2:38]CCC1, predict the reaction product. The product is: [CH2:16]([N:23]1[CH2:28][CH2:27][CH2:26][C:25]([O:15][C:12]2[CH:11]=[CH:10][C:9]([C:3]3[CH:4]=[CH:5][CH:6]=[CH:7][CH:8]=3)=[CH:14][CH:13]=2)([C:38]([OH:34])=[O:1])[CH2:24]1)[C:17]1[CH:22]=[CH:21][CH:20]=[CH:19][CH:18]=1. (6) Given the reactants [CH2:1]([C:4]1[C:5]([NH:12][C:13]2[CH:18]=[CH:17][C:16]([Cl:19])=[CH:15][CH:14]=2)=[N:6][C:7]([Cl:11])=[N:8][C:9]=1[Cl:10])[CH:2]=C.C[N+]1([O-])CC[O:24]CC1, predict the reaction product. The product is: [Cl:11][C:7]1[N:8]=[C:9]([Cl:10])[C:4]([CH2:1][CH:2]=[O:24])=[C:5]([NH:12][C:13]2[CH:18]=[CH:17][C:16]([Cl:19])=[CH:15][CH:14]=2)[N:6]=1. (7) Given the reactants [CH3:1][O:2][C:3]1[C:4]([OH:20])=[C:5]([C:9]2[N:13]([C:14]3[CH:19]=[CH:18][CH:17]=[CH:16][CH:15]=3)[N:12]=[CH:11][CH:10]=2)[N:6]=[N:7][CH:8]=1.[H-].[Na+].Br[CH2:24][C:25]1[CH:26]=[C:27]([C:31]2[CH:36]=[CH:35][CH:34]=[CH:33][CH:32]=2)[CH:28]=[CH:29][CH:30]=1, predict the reaction product. The product is: [C:27]1([C:31]2[CH:32]=[CH:33][CH:34]=[CH:35][CH:36]=2)[CH:28]=[CH:29][CH:30]=[C:25]([CH2:24][N:7]2[CH:8]=[C:3]([O:2][CH3:1])[C:4](=[O:20])[C:5]([C:9]3[N:13]([C:14]4[CH:19]=[CH:18][CH:17]=[CH:16][CH:15]=4)[N:12]=[CH:11][CH:10]=3)=[N:6]2)[CH:26]=1.